Dataset: Catalyst prediction with 721,799 reactions and 888 catalyst types from USPTO. Task: Predict which catalyst facilitates the given reaction. (1) Reactant: C(=O)([O-])[O-].[Cs+].[Cs+].CS([O:11][CH2:12][CH2:13][O:14][CH2:15][CH2:16][NH:17][C:18]([O:20][C:21]([CH3:24])([CH3:23])[CH3:22])=[O:19])(=O)=O.[CH3:25][O:26][C:27]1[CH:32]=[C:31]([N+:33]([O-:35])=[O:34])[CH:30]=[CH:29][C:28]=1O. Product: [CH3:25][O:26][C:27]1[CH:32]=[C:31]([N+:33]([O-:35])=[O:34])[CH:30]=[CH:29][C:28]=1[O:11][CH2:12][CH2:13][O:14][CH2:15][CH2:16][NH:17][C:18](=[O:19])[O:20][C:21]([CH3:24])([CH3:23])[CH3:22]. The catalyst class is: 3. (2) Reactant: Br[C:2]1[CH:3]=[CH:4][C:5](=[O:16])[N:6]([C:8]2[C:13]([C:14]#[N:15])=[CH:12][CH:11]=[CH:10][N:9]=2)[CH:7]=1.[B:17]1([B:17]2[O:22][CH2:21][C:20]([CH3:24])([CH3:23])[CH2:19][O:18]2)[O:22][CH2:21][C:20]([CH3:24])([CH3:23])[CH2:19][O:18]1.C([O-])(=O)C.[K+].[OH-].[Na+]. Product: [CH3:23][C:20]1([CH3:24])[CH2:21][O:22][B:17]([C:2]2[CH:3]=[CH:4][C:5](=[O:16])[N:6]([C:8]3[C:13]([C:14]#[N:15])=[CH:12][CH:11]=[CH:10][N:9]=3)[CH:7]=2)[O:18][CH2:19]1. The catalyst class is: 12. (3) Reactant: [Cl:1][CH2:2][CH2:3][CH2:4][O:5][C:6]1[C:11]([O:12][CH3:13])=[CH:10][C:9]([C:14](=[O:20])/[CH:15]=[CH:16]/N(C)C)=[C:8]([N+:21]([O-])=O)[CH:7]=1. Product: [Cl:1][CH2:2][CH2:3][CH2:4][O:5][C:6]1[CH:7]=[C:8]2[C:9]([C:14](=[O:20])[CH:15]=[CH:16][NH:21]2)=[CH:10][C:11]=1[O:12][CH3:13]. The catalyst class is: 180.